The task is: Predict which catalyst facilitates the given reaction.. This data is from Catalyst prediction with 721,799 reactions and 888 catalyst types from USPTO. (1) Reactant: [Br:1][C:2]1[CH:3]=[C:4]2[NH:10][CH:9]=[N:8][C:5]2=[N:6][CH:7]=1.[H-].[Na+].[C:13]1([C:19](Cl)([C:26]2[CH:31]=[CH:30][CH:29]=[CH:28][CH:27]=2)[C:20]2[CH:25]=[CH:24][CH:23]=[CH:22][CH:21]=2)[CH:18]=[CH:17][CH:16]=[CH:15][CH:14]=1. Product: [Br:1][C:2]1[CH:3]=[C:4]2[N:10]=[CH:9][N:8]([C:19]([C:13]3[CH:18]=[CH:17][CH:16]=[CH:15][CH:14]=3)([C:26]3[CH:27]=[CH:28][CH:29]=[CH:30][CH:31]=3)[C:20]3[CH:21]=[CH:22][CH:23]=[CH:24][CH:25]=3)[C:5]2=[N:6][CH:7]=1. The catalyst class is: 9. (2) Reactant: CN(C(ON1N=NC2C=CC=NC1=2)=[N+](C)C)C.F[P-](F)(F)(F)(F)F.[NH2:25][CH2:26][C@@H:27]([OH:29])[CH3:28].[CH2:30]([N:32]([CH2:55][C:56](O)=[O:57])[C:33]([C:35]1[CH:36]=[C:37]2[C:45](=[CH:46][CH:47]=1)[N:44]([CH3:48])[C:43]1[CH2:42][CH2:41][CH:40]([CH:49]3[CH2:54][CH2:53][O:52][CH2:51][CH2:50]3)[CH2:39][C:38]2=1)=[O:34])[CH3:31].C(N(CC)C(C)C)(C)C. Product: [CH2:30]([N:32]([CH2:55][C:56]([NH:25][CH2:26][C@@H:27]([OH:29])[CH3:28])=[O:57])[C:33]([C:35]1[CH:36]=[C:37]2[C:45](=[CH:46][CH:47]=1)[N:44]([CH3:48])[C:43]1[CH2:42][CH2:41][CH:40]([CH:49]3[CH2:54][CH2:53][O:52][CH2:51][CH2:50]3)[CH2:39][C:38]2=1)=[O:34])[CH3:31]. The catalyst class is: 3. (3) The catalyst class is: 16. Reactant: [OH:1][C:2]1[C:10]2[C:5](=[CH:6][CH:7]=[CH:8][CH:9]=2)[NH:4][N:3]=1.Cl[CH2:12][C:13]1[O:17][C:16]([C:18]([O:20][CH2:21][CH3:22])=[O:19])=[CH:15][CH:14]=1.[OH-].[Na+].O. Product: [CH2:2]([O:1][C:2]1[C:10]2[C:5](=[CH:6][CH:7]=[CH:8][CH:9]=2)[N:4]([CH2:12][C:13]2[O:17][C:16]([C:18]([O:20][CH2:21][CH3:22])=[O:19])=[CH:15][CH:14]=2)[N:3]=1)[C:10]1[CH:5]=[CH:6][CH:7]=[CH:8][CH:9]=1. (4) Reactant: [CH:1]1[C:13]2[CH:12]([CH2:14][O:15][C:16]([NH:18][C@H:19]([C:23]([N:25]([CH3:49])[C@@H:26]([C@@H:45]([CH3:48])[CH2:46][CH3:47])[C@H:27]([O:43][CH3:44])[CH2:28][C:29](OC3C(F)=C(F)C(F)=C(F)C=3F)=[O:30])=[O:24])[CH:20]([CH3:22])[CH3:21])=[O:17])[C:11]3[C:6](=[CH:7][CH:8]=[CH:9][CH:10]=3)[C:5]=2[CH:4]=[CH:3][CH:2]=1.Cl.[CH:51]1([CH2:58][CH2:59][NH:60][C:61](=[O:72])[C@H:62]([CH3:71])[C@@H:63]([O:69][CH3:70])[C@@H:64]2[CH2:68][CH2:67][CH2:66][NH:65]2)[CH:57]=[CH:56][CH:55]=[CH:54][CH:53]=[CH:52]1.C(N(CC)C(C)C)(C)C. Product: [CH:51]1([CH2:58][CH2:59][NH:60][C:61](=[O:72])[C@H:62]([CH3:71])[C@H:63]([C@@H:64]2[CH2:68][CH2:67][CH2:66][N:65]2[C:29](=[O:30])[CH2:28][C@@H:27]([O:43][CH3:44])[C@@H:26]([N:25]([CH3:49])[C:23](=[O:24])[C@H:19]([CH:20]([CH3:22])[CH3:21])[NH:18][C:16]([O:15][CH2:14][CH:12]2[C:13]3[CH:1]=[CH:2][CH:3]=[CH:4][C:5]=3[C:6]3[C:11]2=[CH:10][CH:9]=[CH:8][CH:7]=3)=[O:17])[C@@H:45]([CH3:48])[CH2:46][CH3:47])[O:69][CH3:70])[CH:52]=[CH:53][CH:54]=[CH:55][CH:56]=[CH:57]1. The catalyst class is: 4. (5) Reactant: [Br:1][C:2]1[C:7]([CH:8]=O)=[C:6]([N:10]([CH3:12])[CH3:11])[C:5]([CH:13]=O)=[C:4]([Br:15])[N:3]=1.[C:16]1(P(C2C=CC=CC=2)C2C=CC=CC=2)[CH:21]=CC=C[CH:17]=1.[CH2:35]([Li])[CH2:36][CH2:37]C. Product: [Br:1][C:2]1[C:7]([CH:8]=[C:16]([CH3:21])[CH3:17])=[C:6]([N:10]([CH3:12])[CH3:11])[C:5]([CH:13]=[C:36]([CH3:37])[CH3:35])=[C:4]([Br:15])[N:3]=1. The catalyst class is: 11. (6) Reactant: [CH3:1][C@H:2]1[CH2:6][CH2:5][CH2:4][N:3]1[C:7]([C:9]1[N:10]=[C:11]([C:14]([O:16]CC)=O)[S:12][CH:13]=1)=[O:8].[NH2:19][CH2:20][C:21]([CH3:24])([OH:23])[CH3:22]. Product: [OH:23][C:21]([CH3:24])([CH3:22])[CH2:20][NH:19][C:14]([C:11]1[S:12][CH:13]=[C:9]([C:7]([N:3]2[CH2:4][CH2:5][CH2:6][C@@H:2]2[CH3:1])=[O:8])[N:10]=1)=[O:16]. The catalyst class is: 14. (7) Reactant: [Cl:1][C:2]1[CH:7]=[CH:6][N:5]=[C:4]([C:8]2[CH:12]=[CH:11][S:10][C:9]=2[CH:13]=O)[CH:3]=1.Cl.[NH2:16]O.C(OC(=O)C)(=O)C. Product: [Cl:1][C:2]1[CH:7]=[CH:6][N:5]=[C:4]([C:8]2[CH:12]=[CH:11][S:10][C:9]=2[C:13]#[N:16])[CH:3]=1. The catalyst class is: 17.